From a dataset of Reaction yield outcomes from USPTO patents with 853,638 reactions. Predict the reaction yield, written as a fraction of the theoretical maximum amount of product (1.0 means a 100% yield; for example, 0.34 means a 34% yield). (1) The reactants are [Cl:1][C:2]1[CH:11]=[C:10]([OH:12])[C:9]([N+:13]([O-:15])=[O:14])=[CH:8][C:3]=1[C:4]([O:6][CH3:7])=[O:5].I[CH2:17][CH3:18].C(=O)([O-])[O-].[K+].[K+]. The catalyst is CC(=O)CC. The product is [Cl:1][C:2]1[CH:11]=[C:10]([O:12][CH2:17][CH3:18])[C:9]([N+:13]([O-:15])=[O:14])=[CH:8][C:3]=1[C:4]([O:6][CH3:7])=[O:5]. The yield is 0.480. (2) The reactants are [CH2:1]([N:8]1[CH2:13][CH2:12][N:11]([CH2:14][C:15]2[CH:20]=[CH:19][CH:18]=[CH:17][CH:16]=2)[CH2:10][C@@H:9]1[CH:21]=[CH2:22])[C:2]1[CH:7]=[CH:6][CH:5]=[CH:4][CH:3]=1.B1C2CCCC1CCC2.[OH:32]O.[OH-].[Na+]. The catalyst is O1CCCC1. The product is [CH2:1]([N:8]1[CH2:13][CH2:12][N:11]([CH2:14][C:15]2[CH:20]=[CH:19][CH:18]=[CH:17][CH:16]=2)[CH2:10][C@@H:9]1[CH2:21][CH2:22][OH:32])[C:2]1[CH:3]=[CH:4][CH:5]=[CH:6][CH:7]=1. The yield is 0.960. (3) The reactants are [OH-].[Li+].[CH3:3][C:4]1[C:13]2[C:8](=[CH:9][C:10]([CH3:14])=[CH:11][CH:12]=2)[C:7]([N:15]2[CH:19]=[N:18][N:17]=[C:16]2[S:20][CH2:21][C:22]([O:24]CC)=[O:23])=[CH:6][CH:5]=1. The catalyst is C1COCC1.C(O)C.O. The product is [CH3:3][C:4]1[C:13]2[C:8](=[CH:9][C:10]([CH3:14])=[CH:11][CH:12]=2)[C:7]([N:15]2[CH:19]=[N:18][N:17]=[C:16]2[S:20][CH2:21][C:22]([OH:24])=[O:23])=[CH:6][CH:5]=1. The yield is 0.940. (4) The reactants are Cl.[F:2][C:3]1[CH:8]=[CH:7][C:6]([NH:9][NH2:10])=[CH:5][CH:4]=1.C(N(CC)CC)C.[C:18](OCC)(=[O:23])[CH2:19][C:20]([CH3:22])=O. The catalyst is CO. The product is [F:2][C:3]1[CH:8]=[CH:7][C:6]([N:9]2[C:18](=[O:23])[CH:19]=[C:20]([CH3:22])[NH:10]2)=[CH:5][CH:4]=1. The yield is 0.890. (5) The reactants are [NH:1]1[C:8](=[O:9])[CH2:7][C:5](=[O:6])[NH:4][C:2]1=[O:3].B(F)(F)F.[CH3:14]COCC. The catalyst is CO. The product is [OH:3][C:2]1[N:4]=[C:5]([OH:6])[CH:7]=[C:8]([O:9][CH3:14])[N:1]=1. The yield is 0.670. (6) The product is [CH3:13][O:12][C:7]1[C:8]([O:10][CH3:11])=[CH:9][C:2]2[S:14][C:15]([C:16]([O:18][CH3:19])=[O:17])=[CH:4][C:3]=2[CH:6]=1. The catalyst is CN(C=O)C. The reactants are F[C:2]1[CH:9]=[C:8]([O:10][CH3:11])[C:7]([O:12][CH3:13])=[CH:6][C:3]=1[CH:4]=O.[SH:14][CH2:15][C:16]([O:18][CH3:19])=[O:17].C(=O)([O-])[O-].[K+].[K+]. The yield is 0.670. (7) The reactants are [CH:1]1([C:4]2[CH:9]=[CH:8][C:7]([CH2:10][C:11]([OH:13])=O)=[CH:6][CH:5]=2)[CH2:3][CH2:2]1.[CH2:14]([C@@H:21]1[CH2:25][O:24][C:23](=[O:26])[NH:22]1)[C:15]1[CH:20]=[CH:19][CH:18]=[CH:17][CH:16]=1.C(N(CC)CC)C.C(Cl)(=O)C(C)(C)C. The catalyst is C1(C)C=CC=CC=1. The product is [CH2:14]([C@@H:21]1[CH2:25][O:24][C:23](=[O:26])[N:22]1[C:11](=[O:13])[CH2:10][C:7]1[CH:6]=[CH:5][C:4]([CH:1]2[CH2:2][CH2:3]2)=[CH:9][CH:8]=1)[C:15]1[CH:16]=[CH:17][CH:18]=[CH:19][CH:20]=1. The yield is 0.640. (8) The reactants are [OH:1][C:2]1[CH:7]=[CH:6][C:5]([C:8]2[C:16]3[C:11](=[CH:12][CH:13]=[C:14]([C:17]#[N:18])[CH:15]=3)[N:10]([CH:19]3[CH2:24][CH2:23][CH2:22][CH2:21][O:20]3)[N:9]=2)=[CH:4][CH:3]=1.C(=O)([O-])[O-].[K+].[K+].CN(C)C=O.Br[CH2:37][CH:38]([CH3:40])[CH3:39]. The product is [CH3:37][CH:38]([CH3:40])[CH2:39][O:1][C:2]1[CH:7]=[CH:6][C:5]([C:8]2[C:16]3[C:11](=[CH:12][CH:13]=[C:14]([C:17]#[N:18])[CH:15]=3)[N:10]([CH:19]3[CH2:24][CH2:23][CH2:22][CH2:21][O:20]3)[N:9]=2)=[CH:4][CH:3]=1. The yield is 0.736. The catalyst is CCOC(C)=O. (9) The reactants are CC(C)=CC[O:5][C:6]1[CH:16]=[CH:15][C:9]([C:10]([O:12][CH2:13][CH3:14])=[O:11])=[CH:8][CH:7]=1. The catalyst is C1(OC)C=CC=CC=1. The product is [CH3:7][CH:8]([C:16]1[CH:15]=[C:9]([CH:8]=[CH:7][C:6]=1[OH:5])[C:10]([O:12][CH2:13][CH3:14])=[O:11])[C:9]([CH3:15])=[CH2:10]. The yield is 0.270.